Dataset: Forward reaction prediction with 1.9M reactions from USPTO patents (1976-2016). Task: Predict the product of the given reaction. Given the reactants [C:1]1([CH:8]=[CH:7][C:5]([OH:6])=[CH:4][CH:3]=1)[OH:2].I[CH:10]([CH3:12])[CH3:11].[OH-].[K+], predict the reaction product. The product is: [CH:10]([O:2][C:1]1[CH:8]=[CH:7][C:5]([OH:6])=[CH:4][CH:3]=1)([CH3:12])[CH3:11].